This data is from Experimentally validated miRNA-target interactions with 360,000+ pairs, plus equal number of negative samples. The task is: Binary Classification. Given a miRNA mature sequence and a target amino acid sequence, predict their likelihood of interaction. (1) The miRNA is hsa-miR-7110-5p with sequence UGGGGGUGUGGGGAGAGAGAG. The protein sequence of the target gene is MAKQYDVLFRLLLIGDSGVGKTCLLCRFTDNEFHSSHISTIGVDFKMKTIEVDGIKVRIQIWDTAGQERYQTITKQYYRRAQGIFLVYDISSERSYQHIMKWVSDVDEYAPEGVQKILIGNKADEEQKRQVGREQGQQLAKEYGMDFYETSACTNLNIKESFTRLTELVLQAHRKELEGLRMRASNELALAELEEEEGKPEGPANSSKTCWC. Result: 1 (interaction). (2) The protein sequence of the target gene is MNGDTRAAVVTSPPPTTAPHKERYFDRVDENNPEYLRERNMAPDLRQDFNMMEQKKRVSMILQSPAFCEELESMIQEQFKKGKNPTGLLALQQIADFMTASVPNVYPAAPQGGMAALNMSLGMVTPVNDLRGSDSIAYDKGEKLLRCKLAAFYRLADLFGWSQLIYNHITTRVNSEQEHFLIVPFGLLYSEVTASSLVKVNLQGDIVDRGSTNLGVNQAGFTLHSAVYAARPDAKCIVHIHTPAGAAVSAMKCGLLPISPEALSLGDVAYHDYHGILVDEEEKILIQKNLGPKSKVLILR.... Result: 0 (no interaction). The miRNA is hsa-miR-5011-5p with sequence UAUAUAUACAGCCAUGCACUC. (3) The miRNA is mmu-miR-5125 with sequence UCUGCCUGGGAUUUCCUUGU. The protein sequence of the target gene is MAAALQVLPCLLRAPSRPLLWGPPVARMTSGMALAEQARQLFDSAVGAVQPGPMLQRTLSLDPSGRQLKVRDRTFQLRENLYLVGFGKAVLGMAAAAEELLAQHLVQGVISVPKGIRAAMEHAGKKEMLLKPHSRVQVFEGAEDNLPDRDALRAALTIQQLAEGLTADDLLLVLISGGGSALLPAPIPPVTLEEKQMLTKLLAARGATIQELNTIRKALSQLKGGGLAQAAYPAQVISLILSDVIGDPLEVIASGPTVASAHSVQDCLHILNHYGLRAALPRSVKTVLSRADSDPHGPHT.... Result: 1 (interaction).